From a dataset of Plasma protein binding rate (PPBR) regression data from AstraZeneca. Regression/Classification. Given a drug SMILES string, predict its absorption, distribution, metabolism, or excretion properties. Task type varies by dataset: regression for continuous measurements (e.g., permeability, clearance, half-life) or binary classification for categorical outcomes (e.g., BBB penetration, CYP inhibition). For this dataset (ppbr_az), we predict Y. (1) The drug is CCOc1cc2ncc(C(N)=O)c(Nc3ccc(F)cc3F)c2cc1N1CCOCC1. The Y is 91.6 %. (2) The compound is CC(C)Cc1nn(C)c(=O)c2c(SCCCO)n(Cc3cccc4ccccc34)cc12. The Y is 99.7 %. (3) The molecule is Cc1nc(C(C)C)c(C(N)=O)nc1-c1ccc([C@H]2CC[C@H](CC(=O)O)CC2)cc1. The Y is 97.4 %.